From a dataset of Full USPTO retrosynthesis dataset with 1.9M reactions from patents (1976-2016). Predict the reactants needed to synthesize the given product. (1) Given the product [ClH:24].[CH3:1][C:2]1[CH:7]=[C:6]([N+:8]([O-:10])=[O:9])[CH:5]=[CH:4][C:3]=1[C:11]1[CH2:16][CH2:15][NH:14][CH2:13][CH:12]=1, predict the reactants needed to synthesize it. The reactants are: [CH3:1][C:2]1[CH:7]=[C:6]([N+:8]([O-:10])=[O:9])[CH:5]=[CH:4][C:3]=1[C:11]1[CH2:16][CH2:15][N:14](C(OC(C)(C)C)=O)[CH2:13][CH:12]=1.[ClH:24]. (2) Given the product [C:20]([OH:27])(=[O:26])/[CH:21]=[CH:22]/[C:23]([OH:25])=[O:24].[C:1]1([C:7]2[S:11][C:10]([N:12]3[CH2:19][CH:18]4[CH:14]([CH2:15][NH:16][CH2:17]4)[CH2:13]3)=[N:9][N:8]=2)[CH:2]=[CH:3][CH:4]=[CH:5][CH:6]=1, predict the reactants needed to synthesize it. The reactants are: [C:1]1([C:7]2[S:11][C:10]([N:12]3[CH2:19][CH:18]4[CH:14]([CH2:15][NH:16][CH2:17]4)[CH2:13]3)=[N:9][N:8]=2)[CH:6]=[CH:5][CH:4]=[CH:3][CH:2]=1.[C:20]([OH:27])(=[O:26])/[CH:21]=[CH:22]/[C:23]([OH:25])=[O:24]. (3) Given the product [CH3:17][S:15][C:14]([N:3]1[C:11]2[C:6](=[CH:7][C:8]([C:12]#[N:13])=[CH:9][CH:10]=2)[CH2:5][CH2:4]1)=[S:16], predict the reactants needed to synthesize it. The reactants are: [H-].[Na+].[NH:3]1[C:11]2[C:6](=[CH:7][C:8]([C:12]#[N:13])=[CH:9][CH:10]=2)[CH2:5][CH2:4]1.[C:14](=[S:16])=[S:15].[CH3:17]I.